From a dataset of Forward reaction prediction with 1.9M reactions from USPTO patents (1976-2016). Predict the product of the given reaction. (1) Given the reactants [C:1]([O:5][C:6]([NH:8][C@@:9]1([C:24]([O:26][C:27]([CH3:30])([CH3:29])[CH3:28])=[O:25])[C:14](=[CH2:15])[C:13](=[O:16])[C@@H:12]2[C@H:10]1[C@H:11]2[C:17]([O:19][C:20]([CH3:23])([CH3:22])[CH3:21])=[O:18])=[O:7])([CH3:4])([CH3:3])[CH3:2].[F:31][C:32]1[CH:37]=[CH:36][C:35]([SH:38])=[CH:34][C:33]=1[CH3:39].C(N(CC)CC)C.B1(C)OC(C2C=CC=CC=2)(C2C=CC=CC=2)[C@H]2N1CCC2.B.CSC, predict the reaction product. The product is: [C:1]([O:5][C:6]([NH:8][C@@:9]1([C:24]([O:26][C:27]([CH3:30])([CH3:29])[CH3:28])=[O:25])[C@H:14]([CH2:15][S:38][C:35]2[CH:36]=[CH:37][C:32]([F:31])=[C:33]([CH3:39])[CH:34]=2)[C@H:13]([OH:16])[C@@H:12]2[C@H:10]1[C@H:11]2[C:17]([O:19][C:20]([CH3:21])([CH3:23])[CH3:22])=[O:18])=[O:7])([CH3:4])([CH3:2])[CH3:3]. (2) Given the reactants [F:1][C:2]1[CH:7]=[CH:6][C:5]([N:8]2[C:16]3[C:11](=[CH:12][C:13]([O:17][C@@H:18]([C:22]4[CH:27]=[CH:26][CH:25]=[CH:24][CH:23]=4)[C@H:19]([NH2:21])[CH3:20])=[CH:14][CH:15]=3)[CH:10]=[N:9]2)=[CH:4][CH:3]=1.[C:28](Cl)(=[O:35])[C:29]1[CH:34]=[CH:33][CH:32]=[CH:31][CH:30]=1, predict the reaction product. The product is: [F:1][C:2]1[CH:3]=[CH:4][C:5]([N:8]2[C:16]3[C:11](=[CH:12][C:13]([O:17][C@H:18]([C:22]4[CH:23]=[CH:24][CH:25]=[CH:26][CH:27]=4)[C@@H:19]([NH:21][C:28](=[O:35])[C:29]4[CH:34]=[CH:33][CH:32]=[CH:31][CH:30]=4)[CH3:20])=[CH:14][CH:15]=3)[CH:10]=[N:9]2)=[CH:6][CH:7]=1. (3) Given the reactants ClC1C=CC(F)=C(C2N=CN=C(O)C=2)C=1.[Cl:16][C:17]1[C:18]([F:36])=[C:19]([C:28]2[CH:33]=[C:32]([O:34]C)[N:31]=[CH:30][N:29]=2)[C:20]([N:23]2[CH:27]=[CH:26][N:25]=[N:24]2)=[CH:21][CH:22]=1, predict the reaction product. The product is: [Cl:16][C:17]1[C:18]([F:36])=[C:19]([C:28]2[N:29]=[CH:30][N:31]=[C:32]([OH:34])[CH:33]=2)[C:20]([N:23]2[CH:27]=[CH:26][N:25]=[N:24]2)=[CH:21][CH:22]=1. (4) Given the reactants [NH2:1][C:2]1[CH:7]=[CH:6][C:5]([C:8]([CH3:12])([CH3:11])[C:9]#[N:10])=[C:4]([CH:13]2[CH2:15][CH2:14]2)[CH:3]=1.[CH3:16][O:17][C:18]1[CH:19]=[C:20]([CH:24]=[CH:25][C:26]=1[O:27][CH3:28])[C:21](Cl)=[O:22].C(N(CC)CC)C, predict the reaction product. The product is: [C:9]([C:8]([CH3:12])([CH3:11])[C:5]1[CH:6]=[CH:7][C:2]([NH:1][C:21](=[O:22])[C:20]2[CH:24]=[CH:25][C:26]([O:27][CH3:28])=[C:18]([O:17][CH3:16])[CH:19]=2)=[CH:3][C:4]=1[CH:13]1[CH2:14][CH2:15]1)#[N:10].